From a dataset of Full USPTO retrosynthesis dataset with 1.9M reactions from patents (1976-2016). Predict the reactants needed to synthesize the given product. Given the product [CH3:1][N:2]1[CH2:7][CH2:6][N:5]([CH2:15][C:16]([O:18][CH2:19][CH3:20])=[O:17])[CH2:4][CH2:3]1, predict the reactants needed to synthesize it. The reactants are: [CH3:1][N:2]1[CH2:7][CH2:6][NH:5][CH2:4][CH2:3]1.C([O-])([O-])=O.[K+].[K+].Br[CH2:15][C:16]([O:18][CH2:19][CH3:20])=[O:17].